Dataset: Forward reaction prediction with 1.9M reactions from USPTO patents (1976-2016). Task: Predict the product of the given reaction. (1) Given the reactants Cl.[OH2:2].[NH:3]1[CH2:8][CH2:7][C:6](=[O:9])[CH2:5][CH2:4]1.[N+:10]([C:13]1[CH:18]=[CH:17][C:16]([S:19](Cl)(=[O:21])=[O:20])=[CH:15][CH:14]=1)([O-:12])=[O:11], predict the reaction product. The product is: [N+:10]([C:13]1[CH:18]=[CH:17][C:16]([S:19]([N:3]2[CH2:8][CH2:7][C:6]([OH:2])([OH:9])[CH2:5][CH2:4]2)(=[O:21])=[O:20])=[CH:15][CH:14]=1)([O-:12])=[O:11]. (2) The product is: [Cl:1][C:2]([F:11])([F:12])[O:3][C:4]1[CH:10]=[CH:9][C:7]([NH:8][C:53](=[O:54])[C:52]2[CH:56]=[C:57]([C:58]3[NH:62][N:61]=[CH:60][CH:59]=3)[C:49]([N:46]3[CH2:47][CH2:48][C@@H:44]([OH:43])[CH2:45]3)=[N:50][CH:51]=2)=[CH:6][CH:5]=1. Given the reactants [Cl:1][C:2]([F:12])([F:11])[O:3][C:4]1[CH:10]=[CH:9][C:7]([NH2:8])=[CH:6][CH:5]=1.CN1CCOCC1.O.OC1C2N=NNC=2C=CC=1.Cl.C(N=C=NCCCN(C)C)C.[OH:43][C@@H:44]1[CH2:48][CH2:47][N:46]([C:49]2[C:57]([C:58]3[N:62](C4CCCCO4)[N:61]=[CH:60][CH:59]=3)=[CH:56][C:52]([C:53](O)=[O:54])=[CH:51][N:50]=2)[CH2:45]1.CCN=C=NCCCN(C)C, predict the reaction product. (3) Given the reactants [Br:1][C:2]1[CH:7]=[CH:6][C:5]([C:8]2[O:12][N:11]=[C:10]([CH3:13])[C:9]=2[NH2:14])=[CH:4][CH:3]=1.[C:15]1([C:21](=O)[CH2:22][CH2:23][C:24]2[CH:29]=[CH:28][CH:27]=[CH:26][CH:25]=2)[CH:20]=[CH:19][CH:18]=[CH:17][CH:16]=1, predict the reaction product. The product is: [Br:1][C:2]1[CH:3]=[CH:4][C:5]([C:8]2[O:12][N:11]=[C:10]([CH3:13])[C:9]=2[NH:14][CH:21]([C:15]2[CH:20]=[CH:19][CH:18]=[CH:17][CH:16]=2)[CH2:22][CH2:23][C:24]2[CH:29]=[CH:28][CH:27]=[CH:26][CH:25]=2)=[CH:6][CH:7]=1.